Dataset: Catalyst prediction with 721,799 reactions and 888 catalyst types from USPTO. Task: Predict which catalyst facilitates the given reaction. Reactant: Cl.[F:2][C:3]1[N:11]2[C:6]([C:7](=[O:21])[N:8]([CH2:17][CH:18]([CH3:20])[CH3:19])[C:9]([C@@H:12]3[CH2:16][CH2:15][CH2:14][NH:13]3)=[N:10]2)=[CH:5][CH:4]=1.Cl[C:23]1[C:24]2[C:31]([C:32]#[N:33])=[CH:30][NH:29][C:25]=2[N:26]=[CH:27][N:28]=1. Product: [F:2][C:3]1[N:11]2[C:6]([C:7](=[O:21])[N:8]([CH2:17][CH:18]([CH3:19])[CH3:20])[C:9]([C@@H:12]3[CH2:16][CH2:15][CH2:14][N:13]3[C:23]3[C:24]4[C:31]([C:32]#[N:33])=[CH:30][NH:29][C:25]=4[N:26]=[CH:27][N:28]=3)=[N:10]2)=[CH:5][CH:4]=1. The catalyst class is: 114.